The task is: Regression. Given two drug SMILES strings and cell line genomic features, predict the synergy score measuring deviation from expected non-interaction effect.. This data is from NCI-60 drug combinations with 297,098 pairs across 59 cell lines. (1) Drug 1: COC1=CC(=CC(=C1O)OC)C2C3C(COC3=O)C(C4=CC5=C(C=C24)OCO5)OC6C(C(C7C(O6)COC(O7)C8=CC=CS8)O)O. Drug 2: CCCCCOC(=O)NC1=NC(=O)N(C=C1F)C2C(C(C(O2)C)O)O. Cell line: OVCAR-4. Synergy scores: CSS=3.12, Synergy_ZIP=-1.73, Synergy_Bliss=-2.03, Synergy_Loewe=-3.43, Synergy_HSA=-1.62. (2) Drug 1: C1=CC(=CC=C1C#N)C(C2=CC=C(C=C2)C#N)N3C=NC=N3. Drug 2: CC1=C(C(=O)C2=C(C1=O)N3CC4C(C3(C2COC(=O)N)OC)N4)N. Cell line: SF-539. Synergy scores: CSS=33.3, Synergy_ZIP=-3.51, Synergy_Bliss=-7.98, Synergy_Loewe=-20.3, Synergy_HSA=-5.48. (3) Drug 1: CC1=C2C(C(=O)C3(C(CC4C(C3C(C(C2(C)C)(CC1OC(=O)C(C(C5=CC=CC=C5)NC(=O)OC(C)(C)C)O)O)OC(=O)C6=CC=CC=C6)(CO4)OC(=O)C)OC)C)OC. Drug 2: CN(C)C1=NC(=NC(=N1)N(C)C)N(C)C. Cell line: KM12. Synergy scores: CSS=55.0, Synergy_ZIP=4.21, Synergy_Bliss=2.46, Synergy_Loewe=-5.90, Synergy_HSA=6.39. (4) Drug 1: COC1=C(C=C2C(=C1)N=CN=C2NC3=CC(=C(C=C3)F)Cl)OCCCN4CCOCC4. Drug 2: CC1=C(C(=CC=C1)Cl)NC(=O)C2=CN=C(S2)NC3=CC(=NC(=N3)C)N4CCN(CC4)CCO. Cell line: A549. Synergy scores: CSS=60.2, Synergy_ZIP=1.53, Synergy_Bliss=3.61, Synergy_Loewe=9.74, Synergy_HSA=11.4. (5) Drug 1: CC=C1C(=O)NC(C(=O)OC2CC(=O)NC(C(=O)NC(CSSCCC=C2)C(=O)N1)C(C)C)C(C)C. Drug 2: CC1CCCC2(C(O2)CC(NC(=O)CC(C(C(=O)C(C1O)C)(C)C)O)C(=CC3=CSC(=N3)C)C)C. Cell line: ACHN. Synergy scores: CSS=57.8, Synergy_ZIP=-2.61, Synergy_Bliss=-4.31, Synergy_Loewe=-13.2, Synergy_HSA=-4.18.